Dataset: Full USPTO retrosynthesis dataset with 1.9M reactions from patents (1976-2016). Task: Predict the reactants needed to synthesize the given product. (1) Given the product [Cl:19][C:8]1[C:7]2[C:12](=[CH:13][C:4]([O:3][CH2:1][CH3:2])=[C:5]([O:15][CH3:16])[CH:6]=2)[N:11]=[CH:10][N:9]=1, predict the reactants needed to synthesize it. The reactants are: [CH2:1]([O:3][C:4]1[CH:13]=[C:12]2[C:7]([C:8](=O)[NH:9][CH:10]=[N:11]2)=[CH:6][C:5]=1[O:15][CH3:16])[CH3:2].O=P(Cl)(Cl)[Cl:19]. (2) Given the product [NH2:1][C:4]1[CH:9]=[C:8]([C:10]([F:13])([F:11])[F:12])[CH:7]=[CH:6][C:5]=1[N:14]1[CH2:15][CH2:16][CH:17]([NH:20][C:21](=[O:27])[O:22][C:23]([CH3:25])([CH3:24])[CH3:26])[CH2:18][CH2:19]1, predict the reactants needed to synthesize it. The reactants are: [N+:1]([C:4]1[CH:9]=[C:8]([C:10]([F:13])([F:12])[F:11])[CH:7]=[CH:6][C:5]=1[N:14]1[CH2:19][CH2:18][CH:17]([NH:20][C:21](=[O:27])[O:22][C:23]([CH3:26])([CH3:25])[CH3:24])[CH2:16][CH2:15]1)([O-])=O. (3) Given the product [F:4][C:5]1[CH:10]=[CH:9][CH:8]=[C:7]([C:11]([F:14])([F:13])[F:12])[C:6]=1[NH:15][C:16]1[CH:34]=[CH:33][C:32]([C:36](=[O:35])[CH3:25])=[N:20][CH:21]=1, predict the reactants needed to synthesize it. The reactants are: C[Mg]Br.[F:4][C:5]1[CH:10]=[CH:9][CH:8]=[C:7]([C:11]([F:14])([F:13])[F:12])[C:6]=1[NH:15][C:16]1C=CC(C#N)=[N:20][CH:21]=1.Cl.[C:25]1(C)C=CC=CC=1.[CH2:32]1[CH2:36][O:35][CH2:34][CH2:33]1.